This data is from Full USPTO retrosynthesis dataset with 1.9M reactions from patents (1976-2016). The task is: Predict the reactants needed to synthesize the given product. (1) Given the product [ClH:40].[NH2:35][CH2:38][CH2:39][CH2:50][C:48]1[CH:49]=[C:41]([Cl:40])[CH:42]=[CH:43][C:44]=1[C:45]([NH:11][CH:12]([C:15]1[N:20]([CH2:21][C:22]2[CH:27]=[CH:26][CH:25]=[CH:24][CH:23]=2)[C:19](=[O:28])[C:18]2=[CH:29][CH:30]=[CH:31][N:17]2[N:16]=1)[CH2:13][CH3:14])=[O:46], predict the reactants needed to synthesize it. The reactants are: C(OC(=O)NCCC[NH:11][CH:12]([C:15]1[N:20]([CH2:21][C:22]2[CH:27]=[CH:26][CH:25]=[CH:24][CH:23]=2)[C:19](=[O:28])[C:18]2=[CH:29][CH:30]=[CH:31][N:17]2[N:16]=1)[CH2:13][CH3:14])(C)(C)C.C([N:35]([CH2:38][CH3:39])CC)C.[Cl:40][C:41]1[CH:49]=[CH:48][C:44]([C:45](Cl)=[O:46])=[CH:43][CH:42]=1.[CH2:50](Cl)Cl. (2) Given the product [OH:1][C@@H:2]1[C@H:6]2[N:7]([C:10](=[O:11])[S:12][CH2:20][C:21]3[C:26]([Cl:27])=[CH:25][CH:24]=[C:23]([CH3:28])[C:22]=3[F:29])[CH2:8][CH2:9][C@H:5]2[O:4][CH2:3]1, predict the reactants needed to synthesize it. The reactants are: [OH:1][CH:2]1[CH:6]2[N:7]([C:10](=[S:12])[O-:11])[CH2:8][CH2:9][CH:5]2[O:4][CH2:3]1.N1(C(=O)S[CH2:20][C:21]2[C:26]([Cl:27])=[CH:25][CH:24]=[C:23]([CH3:28])[C:22]=2[F:29])C=CN=C1.Cl.O1[C@H]2[C@H](NCC2)[C@@H](O)C1. (3) Given the product [CH:7]([C:10]1[NH:11][N:12]=[C:13]([CH2:15][NH:17][CH3:18])[CH:14]=1)([CH3:9])[CH3:8], predict the reactants needed to synthesize it. The reactants are: [H-].[Al+3].[Li+].[H-].[H-].[H-].[CH:7]([C:10]1[CH:14]=[C:13]([C:15]([NH:17][CH3:18])=O)[NH:12][N:11]=1)([CH3:9])[CH3:8]. (4) Given the product [CH:10]([Cl:12])([Cl:11])[Cl:9].[Cl:9][C:10]([Cl:13])([Cl:12])[Cl:11], predict the reactants needed to synthesize it. The reactants are: ClCl.O.C(Cl)Cl.ClCl.[Cl:9][C:10]([Cl:13])([Cl:12])[Cl:11]. (5) Given the product [CH3:53][O:52][C:56](=[O:48])[CH:55]=[CH:54][C@:17]12[CH2:20][CH2:21][C@@:14]([C:7]3[NH:6][C:5]4[C:4](=[O:24])[N:3]([CH2:25][CH2:26][CH3:27])[C:2](=[O:1])[N:10]([CH2:11][CH2:12][CH3:13])[C:9]=4[N:8]=3)([CH2:19][CH2:18]1)[CH2:15][CH2:16]2, predict the reactants needed to synthesize it. The reactants are: [O:1]=[C:2]1[N:10]([CH2:11][CH2:12][CH3:13])[C:9]2[N:8]=[C:7]([C:14]34[CH2:21][CH2:20][C:17](C=O)([CH2:18][CH2:19]3)[CH2:16][CH2:15]4)[NH:6][C:5]=2[C:4](=[O:24])[N:3]1[CH2:25][CH2:26][CH3:27].CC1C([P+]([O:48]C(C)=O)(C2C=CC=CC=2)C2C=CC=CC=2)=CC=CC=1.[O:52]1[CH2:56][CH2:55][CH2:54][CH2:53]1. (6) Given the product [NH:8]1[CH2:13][CH2:12][CH:11]([N:14]2[C:27]3[CH:26]=[CH:25][C:24]([C:28]4[NH:29][C:32](=[O:33])[O:45][N:31]=4)=[CH:23][C:22]=3[O:21][C:20]3[C:15]2=[CH:16][CH:17]=[CH:18][CH:19]=3)[CH2:10][CH2:9]1, predict the reactants needed to synthesize it. The reactants are: C(OC([N:8]1[CH2:13][CH2:12][CH:11]([N:14]2[C:27]3[CH:26]=[CH:25][C:24]([C:28](=[NH:31])[NH:29]O)=[CH:23][C:22]=3[O:21][C:20]3[C:15]2=[CH:16][CH:17]=[CH:18][CH:19]=3)[CH2:10][CH2:9]1)=O)(C)(C)C.[C:32](N1C=CN=C1)(N1C=CN=C1)=[O:33].Cl.[O:45]1CCOCC1.